From a dataset of Reaction yield outcomes from USPTO patents with 853,638 reactions. Predict the reaction yield, written as a fraction of the theoretical maximum amount of product (1.0 means a 100% yield; for example, 0.34 means a 34% yield). (1) The reactants are [F:1][C:2]1[CH:7]=[CH:6][C:5]([C:8]2[N:9]=[C:10]([CH:14]3[CH2:19][CH2:18][N:17]([C:20]4[N:25]=[CH:24][N:23]=[C:22]5[NH:26][N:27]=[CH:28][C:21]=45)[CH2:16][CH2:15]3)[N:11]([CH3:13])[CH:12]=2)=[CH:4][C:3]=1[C:29]([F:32])([F:31])[F:30].CC(C)=O.O.[C:38]1([CH3:48])[CH:43]=[CH:42][C:41]([S:44]([OH:47])(=[O:46])=[O:45])=[CH:40][CH:39]=1. The catalyst is O. The product is [C:38]1([CH3:48])[CH:39]=[CH:40][C:41]([S:44]([OH:47])(=[O:45])=[O:46])=[CH:42][CH:43]=1.[F:1][C:2]1[CH:7]=[CH:6][C:5]([C:8]2[N:9]=[C:10]([CH:14]3[CH2:19][CH2:18][N:17]([C:20]4[N:25]=[CH:24][N:23]=[C:22]5[NH:26][N:27]=[CH:28][C:21]=45)[CH2:16][CH2:15]3)[N:11]([CH3:13])[CH:12]=2)=[CH:4][C:3]=1[C:29]([F:31])([F:30])[F:32]. The yield is 0.860. (2) The reactants are [CH3:1][C:2]1([CH3:19])[CH2:6][O:5][C:4]2[CH:7]=[C:8]([CH3:18])[C:9]([C:11]3[N:12]=[CH:13][C:14]([NH2:17])=[N:15][CH:16]=3)=[CH:10][C:3]1=2.[F:20][C:21]1[CH:29]=[CH:28][CH:27]=[C:26]([F:30])[C:22]=1[C:23](Cl)=[O:24].CCN(C(C)C)C(C)C.C([O-])(O)=O.[Na+].C(Cl)Cl. The catalyst is C(Cl)Cl. The product is [F:20][C:21]1[CH:29]=[CH:28][CH:27]=[C:26]([F:30])[C:22]=1[C:23]([NH:17][C:14]1[CH:13]=[N:12][C:11]([C:9]2[C:8]([CH3:18])=[CH:7][C:4]3[O:5][CH2:6][C:2]([CH3:19])([CH3:1])[C:3]=3[CH:10]=2)=[CH:16][N:15]=1)=[O:24]. The yield is 0.354. (3) The reactants are [Cl:1][C:2]1[C:3]([O:12][C:13]2[CH:18]=[C:17]([O:19][CH2:20][CH2:21][O:22][CH3:23])[CH:16]=[CH:15][C:14]=2[CH2:24][CH2:25][CH2:26][NH2:27])=[N:4][CH:5]=[C:6]([C:8]([F:11])([F:10])[F:9])[CH:7]=1.C(N(CC)CC)C.[CH3:35][S:36](Cl)(=[O:38])=[O:37].[Cl-].[NH4+]. The catalyst is C(OCC)(=O)C. The product is [Cl:1][C:2]1[C:3]([O:12][C:13]2[CH:18]=[C:17]([O:19][CH2:20][CH2:21][O:22][CH3:23])[CH:16]=[CH:15][C:14]=2[CH2:24][CH2:25][CH2:26][NH:27][S:36]([CH3:35])(=[O:38])=[O:37])=[N:4][CH:5]=[C:6]([C:8]([F:9])([F:11])[F:10])[CH:7]=1. The yield is 0.360.